Dataset: Catalyst prediction with 721,799 reactions and 888 catalyst types from USPTO. Task: Predict which catalyst facilitates the given reaction. (1) Reactant: Br[CH2:2][CH2:3][N:4]1[C:8](=[O:9])[C:7]2=[CH:10][CH:11]=[CH:12][CH:13]=[C:6]2[C:5]1=[O:14].C(=O)([O-])[O-].[K+].[K+].[CH:21]1([N:27]2[CH2:32][CH2:31][NH:30][CH2:29][CH2:28]2)[CH2:26][CH2:25][CH2:24][CH2:23][CH2:22]1. Product: [CH:21]1([N:27]2[CH2:32][CH2:31][N:30]([CH2:2][CH2:3][N:4]3[C:8](=[O:9])[C:7]4[C:6](=[CH:13][CH:12]=[CH:11][CH:10]=4)[C:5]3=[O:14])[CH2:29][CH2:28]2)[CH2:26][CH2:25][CH2:24][CH2:23][CH2:22]1. The catalyst class is: 3. (2) Reactant: [NH2:1][C:2]1[C:3]2[S:11][CH:10]=[C:9]([C:12]3[CH:13]=[C:14]([CH:19]=[CH:20][CH:21]=3)[C:15]([NH:17][CH3:18])=[O:16])[C:4]=2[N:5]=[C:6](Cl)[N:7]=1.[OH-].[Na+].[CH2:24]([N:26]1[CH2:31][CH2:30][N:29]([C:32]2[N:37]=[CH:36][C:35]([NH2:38])=[CH:34][CH:33]=2)[CH2:28][CH2:27]1)[CH3:25].CC(C1C=C(C(C)C)C(C2C=CC=CC=2P(C2CCCCC2)C2CCCCC2)=C(C(C)C)C=1)C. Product: [NH2:1][C:2]1[C:3]2[S:11][CH:10]=[C:9]([C:12]3[CH:13]=[C:14]([CH:19]=[CH:20][CH:21]=3)[C:15]([NH:17][CH3:18])=[O:16])[C:4]=2[N:5]=[C:6]([NH:38][C:35]2[CH:36]=[N:37][C:32]([N:29]3[CH2:30][CH2:31][N:26]([CH2:24][CH3:25])[CH2:27][CH2:28]3)=[CH:33][CH:34]=2)[N:7]=1. The catalyst class is: 62. (3) Reactant: Br[C:2]1[CH:22]=[N:21][C:5]2[N:6]([CH:18]3[CH2:20][CH2:19]3)[C:7]3[N:15]=[C:14]([Cl:16])[CH:13]=[C:12]([CH3:17])[C:8]=3[NH:9][C:10](=[O:11])[C:4]=2[CH:3]=1.[CH2:23]([Sn](CCCC)(CCCC)CCCC)[CH:24]=[CH2:25]. Product: [Cl:16][C:14]1[CH:13]=[C:12]([CH3:17])[C:8]2[NH:9][C:10](=[O:11])[C:4]3[CH:3]=[C:2]([CH2:25][CH:24]=[CH2:23])[CH:22]=[N:21][C:5]=3[N:6]([CH:18]3[CH2:20][CH2:19]3)[C:7]=2[N:15]=1. The catalyst class is: 339. (4) Reactant: F[C:2]1[CH:3]=[C:4]([CH:7]=[CH:8][C:9]=1[C:10]([F:13])([F:12])[F:11])[C:5]#[N:6].[NH:14]1[CH2:19][CH2:18][CH2:17][CH2:16][CH2:15]1.C(OC(=O)C)C. Product: [N:14]1([C:2]2[CH:3]=[C:4]([CH:7]=[CH:8][C:9]=2[C:10]([F:13])([F:12])[F:11])[C:5]#[N:6])[CH2:19][CH2:18][CH2:17][CH2:16][CH2:15]1. The catalyst class is: 16. (5) Reactant: [F:1][C:2]1[C:3]([CH3:20])=[C:4]([C:8]2[CH:17]=[C:16]3[C:11]([CH:12]=[C:13]([NH2:18])[N:14]=[CH:15]3)=[C:10](C)[N:9]=2)[CH:5]=[N:6][CH:7]=1.CN(C(ON1N=NC2C=CC=NC1=2)=[N+](C)C)C.F[P-](F)(F)(F)(F)F.[F:45][C@H:46]1[CH2:48][C@H:47]1[C:49](O)=[O:50].C(N(CC)C(C)C)(C)C. Product: [F:45][C@H:46]1[CH2:48][C@H:47]1[C:49]([NH:18][C:13]1[N:14]=[CH:15][C:16]2[C:11]([CH:12]=1)=[CH:10][N:9]=[C:8]([C:4]1[CH:5]=[N:6][CH:7]=[C:2]([F:1])[C:3]=1[CH3:20])[CH:17]=2)=[O:50]. The catalyst class is: 39. (6) Reactant: [Cl:1][C:2]1[CH:7]=[CH:6][CH:5]=[C:4]([Cl:8])[C:3]=1[C:9]1[NH:14][C:13](=[O:15])[CH:12]=[C:11]([OH:16])[CH:10]=1.[N+:17]([O-])([OH:19])=[O:18]. Product: [Cl:1][C:2]1[CH:7]=[CH:6][CH:5]=[C:4]([Cl:8])[C:3]=1[C:9]1[NH:14][C:13](=[O:15])[C:12]([N+:17]([O-:19])=[O:18])=[C:11]([OH:16])[CH:10]=1. The catalyst class is: 52.